Dataset: Forward reaction prediction with 1.9M reactions from USPTO patents (1976-2016). Task: Predict the product of the given reaction. Given the reactants [CH2:1]([C:5]1[S:9][C:8]([S:10]([NH:13]C(C)(C)C)(=[O:12])=[O:11])=[C:7]([C:18]2[CH:23]=[CH:22][C:21]([CH2:24][N:25]3[N:29]=[N:28][CH:27]=[N:26]3)=[CH:20][CH:19]=2)[CH:6]=1)[CH:2]([CH3:4])[CH3:3].B(Cl)(Cl)Cl.O, predict the reaction product. The product is: [CH2:1]([C:5]1[S:9][C:8]([S:10]([NH2:13])(=[O:12])=[O:11])=[C:7]([C:18]2[CH:23]=[CH:22][C:21]([CH2:24][N:25]3[N:29]=[N:28][CH:27]=[N:26]3)=[CH:20][CH:19]=2)[CH:6]=1)[CH:2]([CH3:4])[CH3:3].